From a dataset of Reaction yield outcomes from USPTO patents with 853,638 reactions. Predict the reaction yield, written as a fraction of the theoretical maximum amount of product (1.0 means a 100% yield; for example, 0.34 means a 34% yield). (1) The reactants are [F:1][C:2]1[N:7]=[C:6]([C:8](N(C)OC)=[O:9])[CH:5]=[CH:4][CH:3]=1.[CH3:14][Mg]Cl. The catalyst is C1COCC1. The product is [F:1][C:2]1[N:7]=[C:6]([C:8](=[O:9])[CH3:14])[CH:5]=[CH:4][CH:3]=1. The yield is 0.900. (2) The reactants are [Br:1][CH:2]([C:6]1[CH:11]=[CH:10][CH:9]=[CH:8][CH:7]=1)[C:3]([OH:5])=[O:4].[C:12]1([C@@H:18](O)[CH3:19])[CH:17]=[CH:16][CH:15]=[CH:14][CH:13]=1.CCN=C=NCCCN(C)C. The catalyst is CN(C1C=CN=CC=1)C.ClCCl.C(OCC)(=O)C. The product is [Br:1][CH:2]([C:6]1[CH:11]=[CH:10][CH:9]=[CH:8][CH:7]=1)[C:3]([O:5][C@H:18]([C:12]1[CH:17]=[CH:16][CH:15]=[CH:14][CH:13]=1)[CH3:19])=[O:4]. The yield is 0.730. (3) The reactants are [C:1](Cl)(Cl)=[O:2].[CH3:5][N:6]1[CH2:10][CH2:9][NH:8][C:7]1=[O:11].N1C=CC=CC=1.[CH3:18][C:19]1[C:24]([O:25][C:26]2[CH:31]=[CH:30][N:29]=[C:28]([C:32]3[CH:33]=[N:34][N:35]([CH3:37])[CH:36]=3)[CH:27]=2)=[CH:23][N:22]=[C:21]([NH2:38])[CH:20]=1.CCN(C(C)C)C(C)C. The catalyst is C(Cl)Cl. The product is [CH3:5][N:6]1[CH2:10][CH2:9][N:8]([C:7]([NH:38][C:21]2[CH:20]=[C:19]([CH3:18])[C:24]([O:25][C:26]3[CH:31]=[CH:30][N:29]=[C:28]([C:32]4[CH:33]=[N:34][N:35]([CH3:37])[CH:36]=4)[CH:27]=3)=[CH:23][N:22]=2)=[O:11])[C:1]1=[O:2]. The yield is 0.520. (4) The yield is 0.920. The product is [C:1]([C:3]1[C:7]2[CH:8]=[C:9]([O:12][CH3:13])[CH:10]=[CH:11][C:6]=2[O:5][C:4]=1[CH:14]([NH:21][C:22]1[CH:23]=[CH:24][C:25]([C:28]([NH:30][CH2:31][CH2:32][C:33]([OH:35])=[O:34])=[O:29])=[CH:26][CH:27]=1)[CH:15]1[CH2:20][CH2:19][CH2:18][CH2:17][CH2:16]1)#[N:2]. The catalyst is C(O)C. The reactants are [C:1]([C:3]1[C:7]2[CH:8]=[C:9]([O:12][CH3:13])[CH:10]=[CH:11][C:6]=2[O:5][C:4]=1[CH:14]([NH:21][C:22]1[CH:27]=[CH:26][C:25]([C:28]([NH:30][CH2:31][CH2:32][C:33]([O:35]CC)=[O:34])=[O:29])=[CH:24][CH:23]=1)[CH:15]1[CH2:20][CH2:19][CH2:18][CH2:17][CH2:16]1)#[N:2].O1CCCC1.[OH-].[Na+].